From a dataset of Full USPTO retrosynthesis dataset with 1.9M reactions from patents (1976-2016). Predict the reactants needed to synthesize the given product. (1) Given the product [Br:13][C:10]1[CH:11]=[CH:12][C:7]2[S:6][C:5]3[CH:14]=[CH:15][C:2]([N:27]4[C:28]5[CH:16]=[CH:17][CH:18]=[CH:19][C:20]=5[C:21]5[C:26]4=[CH:25][CH:24]=[CH:23][CH:22]=5)=[CH:3][C:4]=3[C:8]=2[CH:9]=1, predict the reactants needed to synthesize it. The reactants are: Br[C:2]1[CH:15]=[CH:14][C:5]2[S:6][C:7]3[CH:12]=[CH:11][C:10]([Br:13])=[CH:9][C:8]=3[C:4]=2[CH:3]=1.[CH:16]1[C:28]2[NH:27][C:26]3[C:21](=[CH:22][CH:23]=[CH:24][CH:25]=3)[C:20]=2[CH:19]=[CH:18][CH:17]=1.CC(C)([O-])C.[Na+]. (2) Given the product [Br:37][C:32]1[CH:33]=[CH:34][CH:35]=[C:36]2[C:31]=1[C:11]1([CH2:16][CH2:15][N:14]([C:17](=[O:30])/[CH:18]=[CH:19]/[C:20]3[CH:25]=[CH:24][CH:23]=[CH:22][C:21]=3[C:26]([F:27])([F:28])[F:29])[CH2:13][CH2:12]1)[CH2:10][CH:9]2[NH:8][C:49]([NH:48][CH3:47])=[O:50], predict the reactants needed to synthesize it. The reactants are: OC(C(F)(F)F)=O.[NH2:8][CH:9]1[C:36]2[C:31](=[C:32]([Br:37])[CH:33]=[CH:34][CH:35]=2)[C:11]2([CH2:16][CH2:15][N:14]([C:17](=[O:30])/[CH:18]=[CH:19]/[C:20]3[CH:25]=[CH:24][CH:23]=[CH:22][C:21]=3[C:26]([F:29])([F:28])[F:27])[CH2:13][CH2:12]2)[CH2:10]1.CCN(C(C)C)C(C)C.[CH3:47][N:48]=[C:49]=[O:50]. (3) Given the product [CH2:1]([O:8][C:9]1[CH:10]=[C:11]([NH:15][C:16]2[N:21]=[CH:20][C:19]([NH:27][C:26]3[CH:28]=[CH:29][C:30]([Cl:31])=[C:24]([Cl:23])[CH:25]=3)=[CH:18][N:17]=2)[CH:12]=[CH:13][CH:14]=1)[C:2]1[CH:7]=[CH:6][CH:5]=[CH:4][CH:3]=1, predict the reactants needed to synthesize it. The reactants are: [CH2:1]([O:8][C:9]1[CH:10]=[C:11]([NH:15][C:16]2[N:21]=[CH:20][C:19](Br)=[CH:18][N:17]=2)[CH:12]=[CH:13][CH:14]=1)[C:2]1[CH:7]=[CH:6][CH:5]=[CH:4][CH:3]=1.[Cl:23][C:24]1[CH:25]=[C:26]([CH:28]=[CH:29][C:30]=1[Cl:31])[NH2:27].C1(P(C2C=CC=CC=2)C2C3OC4C(=CC=CC=4P(C4C=CC=CC=4)C4C=CC=CC=4)C(C)(C)C=3C=CC=2)C=CC=CC=1.C(=O)([O-])[O-].[Cs+].[Cs+]. (4) Given the product [CH3:16][S:4][C:3]([N:5]1[N:9]=[CH:8][C:7]2([CH2:14][CH2:13][O:12][CH2:11][CH2:10]2)[CH2:6]1)=[N:2][CH3:1], predict the reactants needed to synthesize it. The reactants are: [CH3:1][NH:2][C:3]([N:5]1[N:9]=[CH:8][C:7]2([CH2:14][CH2:13][O:12][CH2:11][CH2:10]2)[CH2:6]1)=[S:4].I[CH3:16]. (5) The reactants are: N12CCCN=C1CCCCC2.Cl.[NH2:13][CH2:14][C:15]1[CH:23]=[CH:22][CH:21]=[C:20]2[C:16]=1[CH2:17][N:18]([CH:25]1[CH2:30][CH2:29][C:28](=[O:31])[NH:27][C:26]1=[O:32])[C:19]2=[O:24].[C:33]([NH:40][CH2:41][CH2:42][C:43](O)=[O:44])([O:35][C:36]([CH3:39])([CH3:38])[CH3:37])=[O:34]. Given the product [C:36]([O:35][C:33](=[O:34])[NH:40][CH2:41][CH2:42][C:43](=[O:44])[NH:13][CH2:14][C:15]1[CH:23]=[CH:22][CH:21]=[C:20]2[C:16]=1[CH2:17][N:18]([CH:25]1[CH2:30][CH2:29][C:28](=[O:31])[NH:27][C:26]1=[O:32])[C:19]2=[O:24])([CH3:39])([CH3:37])[CH3:38], predict the reactants needed to synthesize it. (6) Given the product [CH3:20][O:19][C:13]1[CH:12]=[C:11]([C:8]2[N:6]3[N:7]=[C:2]([C:28]4[CH:29]=[CH:30][C:25]([O:24][CH2:23][CH2:22][OH:21])=[C:26]([C:40](=[O:42])[CH3:41])[CH:27]=4)[CH:3]=[CH:4][C:5]3=[N:10][CH:9]=2)[CH:16]=[CH:15][C:14]=1[O:17][CH3:18], predict the reactants needed to synthesize it. The reactants are: Cl[C:2]1[CH:3]=[CH:4][C:5]2[N:6]([C:8]([C:11]3[CH:16]=[CH:15][C:14]([O:17][CH3:18])=[C:13]([O:19][CH3:20])[CH:12]=3)=[CH:9][N:10]=2)[N:7]=1.[OH:21][CH2:22][CH2:23][O:24][C:25]1[CH:30]=[CH:29][C:28](B2OC(C)(C)C(C)(C)O2)=[CH:27][C:26]=1[C:40](=[O:42])[CH3:41].